From a dataset of Full USPTO retrosynthesis dataset with 1.9M reactions from patents (1976-2016). Predict the reactants needed to synthesize the given product. (1) Given the product [O:7]1[CH2:8][CH2:9][CH2:10][CH2:11][CH:6]1[O:5][CH2:4][CH2:3][CH2:2][O:12][C:13]1[CH:20]=[CH:19][C:16]([CH:17]=[O:18])=[CH:15][CH:14]=1, predict the reactants needed to synthesize it. The reactants are: Br[CH2:2][CH2:3][CH2:4][O:5][CH:6]1[CH2:11][CH2:10][CH2:9][CH2:8][O:7]1.[OH:12][C:13]1[CH:20]=[CH:19][C:16]([CH:17]=[O:18])=[CH:15][CH:14]=1.C(=O)([O-])[O-].[K+].[K+].O. (2) Given the product [C:1]([O:5][C:6](=[O:27])[NH:7][C@H:8]([C:21]1[CH:22]=[CH:23][CH:24]=[CH:25][CH:26]=1)[CH2:9][NH2:10])([CH3:4])([CH3:2])[CH3:3], predict the reactants needed to synthesize it. The reactants are: [C:1]([O:5][C:6](=[O:27])[NH:7][C@H:8]([C:21]1[CH:26]=[CH:25][CH:24]=[CH:23][CH:22]=1)[CH2:9][N:10]1C(=O)C2C(=CC=CC=2)C1=O)([CH3:4])([CH3:3])[CH3:2].O.NN. (3) Given the product [CH3:1][O:12][C:11]([C:10]1[O:9][C:8]2[CH:14]=[CH:15][CH:16]=[CH:17][C:7]=2[C:6]=1[CH3:5])=[O:13], predict the reactants needed to synthesize it. The reactants are: [C:1](Cl)(=O)C.[CH3:5][C:6]1[C:7]2[CH:17]=[CH:16][CH:15]=[CH:14][C:8]=2[O:9][C:10]=1[C:11]([OH:13])=[O:12]. (4) Given the product [CH:25]([C:23]1[C:22]([O:28][CH2:29][O:30][CH3:31])=[CH:21][C:20]([O:32][CH2:33][O:34][CH3:35])=[C:19]([C:18]2[N:14]([C:11]3[CH:12]=[CH:13][C:8]([CH2:7][N:1]4[CH2:6][CH2:5][O:4][CH2:3][CH2:2]4)=[CH:9][CH:10]=3)[C:15](=[S:37])[NH:16][N:17]=2)[CH:24]=1)([CH3:27])[CH3:26], predict the reactants needed to synthesize it. The reactants are: [N:1]1([CH2:7][C:8]2[CH:13]=[CH:12][C:11]([NH:14][C:15](=[S:37])[NH:16][NH:17][C:18](=O)[C:19]3[CH:24]=[C:23]([CH:25]([CH3:27])[CH3:26])[C:22]([O:28][CH2:29][O:30][CH3:31])=[CH:21][C:20]=3[O:32][CH2:33][O:34][CH3:35])=[CH:10][CH:9]=2)[CH2:6][CH2:5][O:4][CH2:3][CH2:2]1. (5) Given the product [CH2:1]([O:4][C:5]1[N:6]([C:15]2[CH:16]=[CH:17][C:18]([O:21][CH2:22][C:23]([F:24])([F:26])[F:25])=[CH:19][CH:20]=2)[C:7](=[O:14])[C:8]2[CH2:13][C:12](=[O:29])[NH:11][C:9]=2[N:10]=1)[CH2:2][CH3:3], predict the reactants needed to synthesize it. The reactants are: [CH2:1]([O:4][C:5]1[N:6]([C:15]2[CH:20]=[CH:19][C:18]([O:21][CH2:22][C:23]([F:26])([F:25])[F:24])=[CH:17][CH:16]=2)[C:7](=[O:14])[C:8]2[CH:13]=[CH:12][NH:11][C:9]=2[N:10]=1)[CH2:2][CH3:3].C(O)(=[O:29])C.C(O)(=O)C.I(C1C=CC=CC=1)=O. (6) Given the product [F:28][C:25]([F:26])([F:27])[C:22]1[CH:21]=[CH:20][C:19]([N:16]2[CH2:15][CH2:14][N:13]([CH:11]=[O:12])[CH2:18][CH2:17]2)=[CH:24][CH:23]=1, predict the reactants needed to synthesize it. The reactants are: CS(C1C=CC(C2SC(C)=CN=2)=C([C:11]([N:13]2[CH2:18][CH2:17][N:16]([C:19]3[CH:24]=[CH:23][C:22]([C:25]([F:28])([F:27])[F:26])=[CH:21][CH:20]=3)[CH2:15][CH2:14]2)=[O:12])C=1)(=O)=O.CS(C1C=CC([Sn](C)(C)C)=C(C(N2CCN(C3C=CC(C(F)(F)F)=CC=3)CC2)=O)C=1)(=O)=O.IC1SC(C)=CN=1. (7) Given the product [N:25]12[CH2:24][C@@H:23]([NH:22][C:17]([C:13]3[CH:14]=[CH:15][CH:16]=[C:10]4[O:9][C:8]([NH:7][C:4]5[CH:3]=[CH:2][N:1]=[CH:6][CH:5]=5)=[N:12][C:11]=34)=[O:19])[CH:28]([CH2:29][CH2:30]1)[CH2:27][CH2:26]2, predict the reactants needed to synthesize it. The reactants are: [N:1]1[CH:6]=[CH:5][C:4]([NH:7][C:8]2[O:9][C:10]3[C:11](=[C:13]([C:17]([OH:19])=O)[CH:14]=[CH:15][CH:16]=3)[N:12]=2)=[CH:3][CH:2]=1.Cl.Cl.[NH2:22][C@H:23]1[CH:28]2[CH2:29][CH2:30][N:25]([CH2:26][CH2:27]2)[CH2:24]1.